This data is from Forward reaction prediction with 1.9M reactions from USPTO patents (1976-2016). The task is: Predict the product of the given reaction. (1) Given the reactants [Br:1][C:2]1[S:3][C:4]2[C:10]([O:11][S:12]([C:15]([F:18])([F:17])[F:16])(=[O:14])=[O:13])=[C:9]([CH:19]([OH:25])[C:20]([O:22][CH2:23][CH3:24])=[O:21])[C:8]([CH3:26])=[CH:7][C:5]=2[N:6]=1.CC(OI1(OC(C)=O)(OC(C)=O)OC(=O)C2C=CC=CC1=2)=O.O.[O-]S(S([O-])=O)=O.[Na+].[Na+], predict the reaction product. The product is: [Br:1][C:2]1[S:3][C:4]2[C:10]([O:11][S:12]([C:15]([F:18])([F:17])[F:16])(=[O:14])=[O:13])=[C:9]([C:19](=[O:25])[C:20]([O:22][CH2:23][CH3:24])=[O:21])[C:8]([CH3:26])=[CH:7][C:5]=2[N:6]=1. (2) Given the reactants [Mg].Br[C:3]1[CH:8]=[CH:7][C:6]([CH2:9][CH2:10][CH2:11][CH2:12][CH2:13][CH3:14])=[CH:5][CH:4]=1.C(O[CH2:18][CH3:19])C.[Cl:20][Si:21]([Cl:24])(Cl)Cl, predict the reaction product. The product is: [CH2:9]([C:6]1[CH:7]=[CH:8][C:3]([Si:21]([C:3]2[CH:8]=[CH:7][C:6]([CH2:9][CH2:10][CH2:11][CH2:12][CH2:18][CH3:19])=[CH:5][CH:4]=2)([Cl:24])[Cl:20])=[CH:4][CH:5]=1)[CH2:10][CH2:11][CH2:12][CH2:13][CH3:14]. (3) Given the reactants [C:1]([OH:4])(=[O:3])[CH3:2].[C:5](O)(=O)[CH3:6].[I:9][C:10]1[CH:15]=[CH:14][CH:13]=[CH:12][CH:11]=1.II.O, predict the reaction product. The product is: [CH:11]1([C:12]2[CH:13]=[CH:14][CH:15]=[C:10]([I:9])[C:2]=2[C:1]([OH:4])=[O:3])[CH2:6][CH2:5]1. (4) Given the reactants I[C:2]1[CH:7]=[CH:6][CH:5]=[C:4](I)[CH:3]=1.[C:9](=[O:12])([O-])[O-].[K+].[K+], predict the reaction product. The product is: [CH3:9][O:12][C:2]1[CH:7]=[CH:6][C:5]([C:2]2[CH:7]=[CH:6][CH:5]=[C:4]([C:2]3[CH:7]=[CH:6][C:5]([O:12][CH3:9])=[CH:4][CH:3]=3)[CH:3]=2)=[CH:4][CH:3]=1. (5) Given the reactants [CH3:1][O:2][C:3]1[CH:8]=[CH:7][C:6]([CH:9]2[O:14][C@H:13]3[CH2:15][C@H:16]([N:18]4C(=O)C5C(=CC=CC=5)C4=O)[CH2:17][C@H:12]3[CH2:11][O:10]2)=[CH:5][CH:4]=1.NN, predict the reaction product. The product is: [CH3:1][O:2][C:3]1[CH:4]=[CH:5][C:6]([CH:9]2[O:14][C@H:13]3[CH2:15][C@H:16]([NH2:18])[CH2:17][C@H:12]3[CH2:11][O:10]2)=[CH:7][CH:8]=1. (6) Given the reactants C([O:3][C:4](=O)/[CH:5]=[CH:6]/[C:7]1[CH:12]=[CH:11][N:10]2[CH:13]=[CH:14][N:15]=[C:9]2[CH:8]=1)C.[H-].C([Al+]CC(C)C)C(C)C.CC(C[AlH]CC(C)C)C, predict the reaction product. The product is: [N:15]1[CH:14]=[CH:13][N:10]2[CH:11]=[CH:12][C:7](/[CH:6]=[CH:5]/[CH2:4][OH:3])=[CH:8][C:9]=12.